From a dataset of Retrosynthesis with 50K atom-mapped reactions and 10 reaction types from USPTO. Predict the reactants needed to synthesize the given product. (1) Given the product COc1ccc(NN=C(Sc2ccc([N+](=O)[O-])cc2)C(C)=O)cc1, predict the reactants needed to synthesize it. The reactants are: COc1ccc(NN=C(Cl)C(C)=O)cc1.O=[N+]([O-])c1ccc(S)cc1. (2) Given the product COc1ccc(C(=O)Nc2ccccc2NC(=O)C2CCN(Cc3ccc([N+](=O)[O-])cc3)CC2)cc1, predict the reactants needed to synthesize it. The reactants are: COc1ccc(C(=O)Nc2ccccc2NC(=O)C2CCNCC2)cc1.O=Cc1ccc([N+](=O)[O-])cc1. (3) Given the product CCOC(=S)c1cnc(C)nc1NC, predict the reactants needed to synthesize it. The reactants are: CCOC(=S)c1cnc(C)nc1Cl.CN. (4) Given the product COCCOc1ccc(Br)cn1, predict the reactants needed to synthesize it. The reactants are: Brc1ccc(Br)nc1.COCCO. (5) Given the product COCCOCCOS(=O)(=O)c1ccc(C)cc1, predict the reactants needed to synthesize it. The reactants are: COCCOCCO.Cc1ccc(S(=O)(=O)Cl)cc1. (6) The reactants are: CCOC(=O)c1cccnc1Cl.NOCc1ccccc1. Given the product CCOC(=O)c1cccnc1NOCc1ccccc1, predict the reactants needed to synthesize it. (7) Given the product CCOC(=O)Cn1nnc(-c2cc(OCC3(COc4cc(F)ccc4Br)CC3)no2)n1, predict the reactants needed to synthesize it. The reactants are: CCOC(=O)Cn1nnc(-c2cc(O)no2)n1.OCC1(COc2cc(F)ccc2Br)CC1.